Dataset: Catalyst prediction with 721,799 reactions and 888 catalyst types from USPTO. Task: Predict which catalyst facilitates the given reaction. (1) Reactant: [Cl:1][C:2]1[CH:3]=[C:4]([NH:8][C:9]2[N:14]=[C:13]([C:15]3[CH:20]=[CH:19][N:18]=[C:17](Cl)[CH:16]=3)[N:12]=[CH:11][N:10]=2)[CH:5]=[CH:6][CH:7]=1.[CH3:22][CH:23]1[CH2:27][O:26][C:25](=[O:28])[NH:24]1.C1(P(C2C=CC=CC=2)C2C=CC3C(=CC=CC=3)C=2C2C3C(=CC=CC=3)C=CC=2P(C2C=CC=CC=2)C2C=CC=CC=2)C=CC=CC=1.CC(C)([O-])C.[Na+]. Product: [Cl:1][C:2]1[CH:3]=[C:4]([NH:8][C:9]2[N:10]=[CH:11][N:12]=[C:13]([C:15]3[CH:20]=[CH:19][N:18]=[C:17]([N:24]4[CH:23]([CH3:22])[CH2:27][O:26][C:25]4=[O:28])[CH:16]=3)[N:14]=2)[CH:5]=[CH:6][CH:7]=1. The catalyst class is: 62. (2) Reactant: [C:1]([O:5][C:6]([NH:8][CH2:9][C:10]1[CH:11]=[C:12]([N+:17]([O-])=O)[CH:13]=[CH:14][C:15]=1[Cl:16])=[O:7])([CH3:4])([CH3:3])[CH3:2]. Product: [C:1]([O:5][C:6]([NH:8][CH2:9][C:10]1[CH:11]=[C:12]([CH:13]=[CH:14][C:15]=1[Cl:16])[NH2:17])=[O:7])([CH3:4])([CH3:2])[CH3:3]. The catalyst class is: 465.